This data is from Catalyst prediction with 721,799 reactions and 888 catalyst types from USPTO. The task is: Predict which catalyst facilitates the given reaction. (1) Reactant: [Br:1][C:2]1[CH:7]=[CH:6][C:5]([S:8](Cl)(=[O:10])=[O:9])=[CH:4][CH:3]=1.[CH:12]1([NH2:15])[CH2:14][CH2:13]1. Product: [Br:1][C:2]1[CH:7]=[CH:6][C:5]([S:8]([NH:15][CH:12]2[CH2:14][CH2:13]2)(=[O:10])=[O:9])=[CH:4][CH:3]=1. The catalyst class is: 4. (2) Reactant: [CH2:1]([O:3][C:4](=[O:16])[C:5]1[CH:10]=[C:9]([Br:11])[C:8]([CH2:12]Br)=[C:7]([Cl:14])[C:6]=1[NH2:15])[CH3:2].[C:17]([O:21][C:22]([N:24]1[CH2:29][CH2:28][NH:27][CH2:26][CH2:25]1)=[O:23])([CH3:20])([CH3:19])[CH3:18]. Product: [C:17]([O:21][C:22]([N:24]1[CH2:29][CH2:28][N:27]([CH2:12][C:8]2[C:9]([Br:11])=[CH:10][C:5]([C:4]([O:3][CH2:1][CH3:2])=[O:16])=[C:6]([NH2:15])[C:7]=2[Cl:14])[CH2:26][CH2:25]1)=[O:23])([CH3:20])([CH3:18])[CH3:19]. The catalyst class is: 2. (3) Reactant: [O:1]1[CH2:6][CH2:5][N:4]([C:7](=[O:50])[CH2:8][N:9]2[C:17]3[C:12](=[CH:13][CH:14]=[CH:15][CH:16]=3)[C:11]3[CH:18]=[CH:19][N:20]=[C:21]([CH2:22][N:23]([C@@H:40]4[C:49]5[N:48]=[CH:47][CH:46]=[CH:45][C:44]=5[CH2:43][CH2:42][CH2:41]4)[CH2:24][CH2:25][CH2:26][N:27]4[CH2:32][CH2:31][N:30](C(OC(C)(C)C)=O)[CH2:29][CH2:28]4)[C:10]2=3)[CH2:3][CH2:2]1.FC(F)(F)C(O)=O.[OH-].[Na+]. Product: [O:1]1[CH2:6][CH2:5][N:4]([C:7](=[O:50])[CH2:8][N:9]2[C:17]3[C:12](=[CH:13][CH:14]=[CH:15][CH:16]=3)[C:11]3[CH:18]=[CH:19][N:20]=[C:21]([CH2:22][N:23]([CH2:24][CH2:25][CH2:26][N:27]4[CH2:28][CH2:29][NH:30][CH2:31][CH2:32]4)[C@@H:40]4[C:49]5[N:48]=[CH:47][CH:46]=[CH:45][C:44]=5[CH2:43][CH2:42][CH2:41]4)[C:10]2=3)[CH2:3][CH2:2]1. The catalyst class is: 4. (4) Reactant: [C:1]([OH:8])(=[O:7])/[CH:2]=[CH:3]/[C:4]([OH:6])=[O:5].[CH:18]1(N=C=N[CH:18]2[CH2:23][CH2:22][CH2:21][CH2:20][CH2:19]2)[CH2:23][CH2:22][CH2:21][CH2:20][CH2:19]1.O1CC[CH2:26][CH2:25]1. Product: [C:1]1(=[O:8])[O:7][CH2:18][CH2:23][CH2:22][CH2:21][CH2:20][CH2:19][CH2:26][CH2:25][O:6][C:4](=[O:5])[CH:3]=[CH:2]1. The catalyst class is: 277. (5) Reactant: O[O:2][S:3]([O-:5])=O.[K+].[F:7][C:8]1[CH:9]=[C:10]([OH:16])[CH:11]=[CH:12][C:13]=1SC.[C:17](=O)(O)[O-].[Na+]. Product: [F:7][C:8]1[CH:9]=[C:10]([OH:16])[CH:11]=[CH:12][C:13]=1[S:3]([CH3:17])(=[O:5])=[O:2]. The catalyst class is: 132. (6) Reactant: [C:1](=[O:17])([O-])[O:2][CH2:3][CH:4](N1C(=O)CCC1=O)[Si:5]([CH3:8])([CH3:7])[CH3:6].[C:18]([O:22][C:23]([NH:25][CH2:26][CH2:27][NH:28][CH2:29][C:30]([O:32][CH2:33][CH3:34])=[O:31])=[O:24])([CH3:21])([CH3:20])[CH3:19].C([O-])([O-])=O.[K+].[K+]. Product: [C:18]([O:22][C:23]([NH:25][CH2:26][CH2:27][N:28]([C:1]([O:2][CH2:3][CH2:4][Si:5]([CH3:6])([CH3:7])[CH3:8])=[O:17])[CH2:29][C:30]([O:32][CH2:33][CH3:34])=[O:31])=[O:24])([CH3:21])([CH3:20])[CH3:19]. The catalyst class is: 34. (7) Reactant: CS(O[CH2:6][CH:7]1[N:17]2[CH:18]3[CH:13]([N:14]=[CH:15][C:16]2=[O:19])[CH:12]=[CH:11][C:10](=[O:20])[N:9]3[CH2:8]1)(=O)=O.N1C=CC=CC=1.[NH:27]1[CH2:32][CH2:31][CH:30]([NH:33][C:34](=[O:40])[O:35][C:36]([CH3:39])([CH3:38])[CH3:37])[CH2:29][CH2:28]1.CO. Product: [O:19]=[C:16]1[CH:15]=[N:14][C:13]2=[C:18]3[N:17]1[CH:7]([CH2:6][N:27]1[CH2:28][CH2:29][CH:30]([NH:33][C:34](=[O:40])[O:35][C:36]([CH3:38])([CH3:37])[CH3:39])[CH2:31][CH2:32]1)[CH2:8][N:9]3[C:10](=[O:20])[CH:11]=[CH:12]2. The catalyst class is: 291. (8) Reactant: Cl.[Cl:2][C:3]1[CH:4]=[C:5]([CH2:8][O:9][CH:10]2[CH2:13][NH:12][CH2:11]2)[S:6][CH:7]=1.CCN=C=NCCCN(C)C.C1C=CC2N(O)N=NC=2C=1.C(N(C(C)C)CC)(C)C.Cl.[O:45]=[C:46]1[NH:55][C:54]2[N:53]=[CH:52][C:51](/[CH:56]=[CH:57]/[C:58](O)=[O:59])=[CH:50][C:49]=2[CH2:48][CH2:47]1. Product: [Cl:2][C:3]1[CH:4]=[C:5]([CH2:8][O:9][CH:10]2[CH2:11][N:12]([C:58](=[O:59])/[CH:57]=[CH:56]/[C:51]3[CH:50]=[C:49]4[C:54](=[N:53][CH:52]=3)[NH:55][C:46](=[O:45])[CH2:47][CH2:48]4)[CH2:13]2)[S:6][CH:7]=1. The catalyst class is: 255.